Dataset: Catalyst prediction with 721,799 reactions and 888 catalyst types from USPTO. Task: Predict which catalyst facilitates the given reaction. Reactant: [CH2:1]([O:3][C:4]([C:6]1[NH:7][C:8]2[C:13]([C:14]=1[CH2:15][CH2:16][CH2:17][C:18](N=[N+]=[N-])=[O:19])=[CH:12][C:11]([Br:23])=[CH:10][CH:9]=2)=[O:5])[CH3:2].S(O)(C1C=CC(C)=CC=1)(=O)=O.O.[CH2:36]([OH:43])[C:37]1[CH:42]=[CH:41][CH:40]=[CH:39][CH:38]=1.C(=O)(O)[O-].[Na+]. Product: [CH2:1]([O:3][C:4]([C:6]1[NH:7][C:8]2[C:13]([C:14]=1[CH2:15][CH2:16][CH2:17][C:18]([O:43][CH2:36][C:37]1[CH:42]=[CH:41][CH:40]=[CH:39][CH:38]=1)=[O:19])=[CH:12][C:11]([Br:23])=[CH:10][CH:9]=2)=[O:5])[CH3:2]. The catalyst class is: 48.